This data is from Catalyst prediction with 721,799 reactions and 888 catalyst types from USPTO. The task is: Predict which catalyst facilitates the given reaction. (1) Reactant: Cl.Cl.[C:3]1([CH2:9][N:10]2[CH2:15][CH2:14][CH:13]([NH:16][CH2:17][CH3:18])[CH2:12][CH2:11]2)[CH:8]=[CH:7][CH:6]=[CH:5][CH:4]=1.C(N(CC)C(C)C)(C)C.[CH3:28][S:29]([C:32]1[CH:37]=[CH:36][C:35]([CH2:38][C:39]([OH:41])=O)=[CH:34][CH:33]=1)(=[O:31])=[O:30].C1(N=C=NC2CCCCC2)CCCCC1. Product: [C:3]1([CH2:9][N:10]2[CH2:15][CH2:14][CH:13]([N:16]([CH2:17][CH3:18])[C:39](=[O:41])[CH2:38][C:35]3[CH:34]=[CH:33][C:32]([S:29]([CH3:28])(=[O:30])=[O:31])=[CH:37][CH:36]=3)[CH2:12][CH2:11]2)[CH:4]=[CH:5][CH:6]=[CH:7][CH:8]=1. The catalyst class is: 172. (2) Product: [CH3:8][C:4]1([CH3:9])[O:5][C:6](=[O:7])/[C:2](=[CH:10]/[C:11]([O:13][Si:14]([C:27]([CH3:30])([CH3:29])[CH3:28])([C:21]2[CH:26]=[CH:25][CH:24]=[CH:23][CH:22]=2)[C:15]2[CH:20]=[CH:19][CH:18]=[CH:17][CH:16]=2)=[O:12])/[O:3]1. The catalyst class is: 7. Reactant: Br[C:2]1([CH2:10][C:11]([O:13][Si:14]([C:27]([CH3:30])([CH3:29])[CH3:28])([C:21]2[CH:26]=[CH:25][CH:24]=[CH:23][CH:22]=2)[C:15]2[CH:20]=[CH:19][CH:18]=[CH:17][CH:16]=2)=[O:12])[C:6](=[O:7])[O:5][C:4]([CH3:9])([CH3:8])[O:3]1.N12CCCN=C1CCCCC2.